Dataset: Forward reaction prediction with 1.9M reactions from USPTO patents (1976-2016). Task: Predict the product of the given reaction. (1) Given the reactants [NH:1]([C:10]([O:12][C:13]([CH3:16])([CH3:15])[CH3:14])=[O:11])[C@H:2]([C:7]([OH:9])=O)[C:3]([CH3:6])([CH3:5])[CH3:4].CN(C(ON1N=NC2C=CC=NC1=2)=[N+](C)C)C.F[P-](F)(F)(F)(F)F.CN1CCOCC1.[CH2:48]([O:55][C:56](=[O:82])[NH:57][CH2:58][C:59]([N:61]1[CH2:65][CH:64]([C:66](=[O:78])[NH:67][C:68]2[C:77]3[C:72](=[CH:73][CH:74]=[CH:75][CH:76]=3)[CH:71]=[CH:70][CH:69]=2)[CH:63]2[NH:79][CH2:80][CH2:81][CH:62]12)=[O:60])[C:49]1[CH:54]=[CH:53][CH:52]=[CH:51][CH:50]=1, predict the reaction product. The product is: [C:13]([O:12][C:10](=[O:11])[NH:1][CH:2]([C:7]([N:79]1[CH2:80][CH2:81][CH:62]2[N:61]([C:59](=[O:60])[CH2:58][NH:57][C:56]([O:55][CH2:48][C:49]3[CH:54]=[CH:53][CH:52]=[CH:51][CH:50]=3)=[O:82])[CH2:65][CH:64]([C:66](=[O:78])[NH:67][C:68]3[C:77]4[C:72](=[CH:73][CH:74]=[CH:75][CH:76]=4)[CH:71]=[CH:70][CH:69]=3)[CH:63]12)=[O:9])[C:3]([CH3:4])([CH3:5])[CH3:6])([CH3:16])([CH3:15])[CH3:14]. (2) Given the reactants Cl[C:2]1[N:7]=[C:6]([N:8]2[CH:12]([C:13]3[CH:18]=[CH:17][C:16]([F:19])=[CH:15][CH:14]=3)[CH2:11][O:10]C2=O)[CH:5]=[C:4]([C:21]2[CH:22]=[N:23][N:24]([CH3:26])[CH:25]=2)[CH:3]=1.[NH2:27][C:28]1[CH:33]=[N:32][CH:31]=[CH:30][N:29]=1.C1(P(C2CCCCC2)C2C=CC=CC=2C2C(C(C)C)=CC(C(C)C)=CC=2C(C)C)CCCCC1.CC(C)([O-])C.[Na+], predict the reaction product. The product is: [F:19][C:16]1[CH:15]=[CH:14][C:13]([CH:12]([NH:8][C:6]2[CH:5]=[C:4]([C:21]3[CH:22]=[N:23][N:24]([CH3:26])[CH:25]=3)[CH:3]=[C:2]([NH:27][C:28]3[CH:33]=[N:32][CH:31]=[CH:30][N:29]=3)[N:7]=2)[CH2:11][OH:10])=[CH:18][CH:17]=1. (3) Given the reactants [F:1][CH:2]([F:19])[O:3][C:4]1[C:9]([C:10]2[CH:15]=[CH:14][C:13]([C@H:16]([NH2:18])[CH3:17])=[CH:12][CH:11]=2)=[CH:8][CH:7]=[CH:6][N:5]=1.C(N(CC)CC)C.[CH3:27][N:28]1[CH:32]=[C:31]([S:33](Cl)(=[O:35])=[O:34])[C:30]([C:37]([F:40])([F:39])[F:38])=[N:29]1, predict the reaction product. The product is: [F:19][CH:2]([F:1])[O:3][C:4]1[C:9]([C:10]2[CH:15]=[CH:14][C:13]([C@H:16]([NH:18][S:33]([C:31]3[C:30]([C:37]([F:40])([F:38])[F:39])=[N:29][N:28]([CH3:27])[CH:32]=3)(=[O:35])=[O:34])[CH3:17])=[CH:12][CH:11]=2)=[CH:8][CH:7]=[CH:6][N:5]=1. (4) Given the reactants [CH2:1]([C:4]1[C:13]([CH2:14][CH2:15][CH3:16])=[C:12]([CH2:17][CH2:18][CH3:19])[C:11]([CH2:20][CH2:21][CH3:22])=[C:6]([C:7](OC)=[O:8])[C:5]=1[C:23](OC)=[O:24])[CH2:2][CH3:3].C1COCC1.[H-].[H-].[H-].[H-].[Li+].[Al+3].OS(O)(=O)=O, predict the reaction product. The product is: [OH:8][CH2:7][C:6]1[C:11]([CH2:20][CH2:21][CH3:22])=[C:12]([CH2:17][CH2:18][CH3:19])[C:13]([CH2:14][CH2:15][CH3:16])=[C:4]([CH2:1][CH2:2][CH3:3])[C:5]=1[CH2:23][OH:24].